From a dataset of Reaction yield outcomes from USPTO patents with 853,638 reactions. Predict the reaction yield, written as a fraction of the theoretical maximum amount of product (1.0 means a 100% yield; for example, 0.34 means a 34% yield). (1) The reactants are [CH3:1][C:2]1[N:3]=[C:4]([C:7]2[CH:12]=[CH:11][C:10]([NH2:13])=[CH:9][CH:8]=2)[O:5][CH:6]=1.Cl.[CH3:15][O:16][C:17]1[CH:18]=[C:19]2[C:24](=[C:25]([N:27]3[CH2:32][CH2:31][N:30]([CH3:33])[CH2:29][CH2:28]3)[CH:26]=1)[O:23][CH:22]([C:34](O)=[O:35])[CH2:21][CH2:20]2. No catalyst specified. The product is [CH3:15][O:16][C:17]1[CH:18]=[C:19]2[C:24](=[C:25]([N:27]3[CH2:28][CH2:29][N:30]([CH3:33])[CH2:31][CH2:32]3)[CH:26]=1)[O:23][CH:22]([C:34]([NH:13][C:10]1[CH:11]=[CH:12][C:7]([C:4]3[O:5][CH:6]=[C:2]([CH3:1])[N:3]=3)=[CH:8][CH:9]=1)=[O:35])[CH2:21][CH2:20]2. The yield is 0.0800. (2) The reactants are [CH:1]([C:4]1[CH:9]=[CH:8][C:7]([C:10]2[S:14][C:13]([C:15]3[CH:16]=[C:17]([CH:23]=[CH:24][CH:25]=3)[C:18]([O:20]CC)=[O:19])=[CH:12][CH:11]=2)=[CH:6][CH:5]=1)([CH3:3])[CH3:2].O[Li].O.Cl. The catalyst is CO.O. The product is [CH:1]([C:4]1[CH:5]=[CH:6][C:7]([C:10]2[S:14][C:13]([C:15]3[CH:16]=[C:17]([CH:23]=[CH:24][CH:25]=3)[C:18]([OH:20])=[O:19])=[CH:12][CH:11]=2)=[CH:8][CH:9]=1)([CH3:3])[CH3:2]. The yield is 0.850. (3) The reactants are CO[C:3](=[O:25])[C:4]1[CH:9]=[CH:8][C:7]([O:10][CH2:11][C:12]2[C:13]([C:18]3[CH:19]=[C:20]([CH3:24])[CH:21]=[CH:22][CH:23]=3)=[N:14][O:15][C:16]=2[CH3:17])=[N:6][CH:5]=1.[CH:26]([NH2:29])([CH3:28])[CH3:27]. No catalyst specified. The product is [CH:26]([NH:29][C:3](=[O:25])[C:4]1[CH:9]=[CH:8][C:7]([O:10][CH2:11][C:12]2[C:13]([C:18]3[CH:19]=[C:20]([CH3:24])[CH:21]=[CH:22][CH:23]=3)=[N:14][O:15][C:16]=2[CH3:17])=[N:6][CH:5]=1)([CH3:28])[CH3:27]. The yield is 0.740. (4) The reactants are [F:1][C:2]([F:15])([F:14])[C:3]1[CH:4]=[C:5]([CH:7]=[C:8]([C:10]([F:13])([F:12])[F:11])[CH:9]=1)[NH2:6].C(OC([NH:23][C@H:24]([C:32](O)=[O:33])[CH2:25][C:26]1[CH:31]=[CH:30][CH:29]=[CH:28][CH:27]=1)=O)(C)(C)C.P(Cl)(Cl)Cl.C(=O)([O-])O.[Na+]. The catalyst is C1(C)C=CC=CC=1. The product is [NH2:23][C@@H:24]([CH2:25][C:26]1[CH:31]=[CH:30][CH:29]=[CH:28][CH:27]=1)[C:32]([NH:6][C:5]1[CH:4]=[C:3]([C:2]([F:14])([F:15])[F:1])[CH:9]=[C:8]([C:10]([F:11])([F:12])[F:13])[CH:7]=1)=[O:33]. The yield is 0.929. (5) The reactants are [CH2:1]([O:4][C:5]1[C:12]([Br:13])=[CH:11][C:8]([C:9]#[N:10])=[C:7]([Cl:14])[CH:6]=1)[CH:2]=C.[CH2:15](O)CO. No catalyst specified. The product is [Br:13][C:12]1[C:5]2[O:4][CH:1]([CH3:2])[CH2:15][C:6]=2[C:7]([Cl:14])=[C:8]([C:9]#[N:10])[CH:11]=1. The yield is 0.520. (6) The reactants are [CH3:1][O:2][C:3](=[O:19])[NH:4][C:5]1[O:6][C:7]2[C:13]([N+:14]([O-])=O)=[CH:12][CH:11]=[C:10]([O:17][CH3:18])[C:8]=2[N:9]=1. The catalyst is CO.ClCCl.[Pd]. The product is [CH3:1][O:2][C:3](=[O:19])[NH:4][C:5]1[O:6][C:7]2[C:13]([NH2:14])=[CH:12][CH:11]=[C:10]([O:17][CH3:18])[C:8]=2[N:9]=1. The yield is 0.580. (7) The yield is 0.760. The catalyst is CC([O-])=O.CC([O-])=O.[Pd+2].O.CCOC(C)=O.CC#N. The reactants are Br[C:2]1[CH:7]=[CH:6][C:5]([C:8](=[C:16]2[CH2:21][CH2:20][CH2:19][CH2:18][CH2:17]2)[C:9]2[CH:14]=[CH:13][C:12]([OH:15])=[CH:11][CH:10]=2)=[CH:4][CH:3]=1.[C:22]([O:26][C:27]([CH3:30])([CH3:29])[CH3:28])(=[O:25])[CH:23]=[CH2:24].C(N(CC)CC)C.CC1C=CC=CC=1P(C1C=CC=CC=1C)C1C=CC=CC=1C.II.CC(O)=O. The product is [C:16]1(=[C:8]([C:9]2[CH:14]=[CH:13][C:12]([OH:15])=[CH:11][CH:10]=2)[C:5]2[CH:6]=[CH:7][C:2](/[CH:24]=[CH:23]/[C:22]([O:26][C:27]([CH3:30])([CH3:29])[CH3:28])=[O:25])=[CH:3][CH:4]=2)[CH2:21][CH2:20][CH2:19][CH2:18][CH2:17]1. (8) The reactants are [CH3:1][C:2]1[CH:3]=[C:4]([CH:11]=[C:12]([CH3:14])[CH:13]=1)[O:5][CH2:6][C:7]([O:9][CH3:10])=[O:8].[Cl:15][S:16](O)(=[O:18])=[O:17]. No catalyst specified. The product is [Cl:15][S:16]([C:13]1[C:12]([CH3:14])=[CH:11][C:4]([O:5][CH2:6][C:7]([O:9][CH3:10])=[O:8])=[CH:3][C:2]=1[CH3:1])(=[O:18])=[O:17]. The yield is 0.270. (9) The reactants are [Cl:1][C:2]1[CH:3]=[CH:4][C:5]([CH3:12])=[C:6]([CH:11]=1)[C:7]([NH:9][NH2:10])=[O:8].[N:13]([CH2:16][CH2:17][CH2:18][C:19]([C:21]1[CH:26]=[CH:25][CH:24]=[CH:23][CH:22]=1)=O)=[N+:14]=[N-:15].O.C1(C)C=CC(S(O)(=O)=O)=CC=1. The catalyst is C1(C)C=CC=CC=1.CCOC(C)=O. The product is [N:13]([CH2:16][CH2:17][CH2:18][C:19](=[N:10][NH:9][C:7](=[O:8])[C:6]1[CH:11]=[C:2]([Cl:1])[CH:3]=[CH:4][C:5]=1[CH3:12])[C:21]1[CH:26]=[CH:25][CH:24]=[CH:23][CH:22]=1)=[N+:14]=[N-:15]. The yield is 0.590.